From a dataset of hERG channel blocking data for cardiac toxicity assessment. Regression/Classification. Given a drug SMILES string, predict its toxicity properties. Task type varies by dataset: regression for continuous values (e.g., LD50, hERG inhibition percentage) or binary classification for toxic/non-toxic outcomes (e.g., AMES mutagenicity, cardiotoxicity, hepatotoxicity). Dataset: herg. (1) The compound is COc1cc2nc(N3CCN(C(=O)c4ccco4)CC3)nc(N)c2cc1OC. The result is 1 (blocker). (2) The molecule is Cc1cccc(C)c1OCC(=O)N[C@H](Cc1ccccc1)[C@H](O)C[C@@H](Cc1ccccc1)NC(=O)[C@@H](C(C)C)N1CCCNC1=O. The result is 1 (blocker). (3) The drug is COc1ccc(Cl)cc1C(=O)NCCc1ccc(S(=O)([O-])=NC(=O)NC2CCCCC2)cc1. The result is 0 (non-blocker). (4) The compound is O=C([C@@H](O)C1CC1)N1CC(c2cc(F)ccc2F)=C[C@H]1c1cccc(O)c1. The result is 1 (blocker).